Task: Predict the reactants needed to synthesize the given product.. Dataset: Full USPTO retrosynthesis dataset with 1.9M reactions from patents (1976-2016) (1) Given the product [Cl:25][C:19]1[CH:18]=[C:17]([N:11]2[C@@H:10]([CH3:26])[C@@H:9]([OH:8])[C:13]3([CH2:15][CH2:14]3)[C:12]2=[O:16])[CH:24]=[CH:23][C:20]=1[C:21]#[N:22], predict the reactants needed to synthesize it. The reactants are: [Si]([O:8][C@H:9]1[C:13]2([CH2:15][CH2:14]2)[C:12](=[O:16])[N:11]([C:17]2[CH:24]=[CH:23][C:20]([C:21]#[N:22])=[C:19]([Cl:25])[CH:18]=2)[C@H:10]1[CH3:26])(C(C)(C)C)(C)C.C1COCC1.Cl.C(=O)([O-])O.[Na+]. (2) Given the product [NH2:34][CH2:35][C:36]([C:46]([F:48])([F:49])[F:47])([C:38]1[CH:43]=[C:42]([Cl:44])[CH:41]=[C:40]([Cl:45])[CH:39]=1)[OH:37].[Cl:44][C:42]1[CH:43]=[C:38]([C:36]([OH:37])([C:46]([F:47])([F:48])[F:49])[CH2:35][NH:34][C:6](=[O:8])[C:5]2[CH:9]=[CH:10][C:2]([F:1])=[C:3]([CH3:11])[CH:4]=2)[CH:39]=[C:40]([Cl:45])[CH:41]=1, predict the reactants needed to synthesize it. The reactants are: [F:1][C:2]1[CH:10]=[CH:9][C:5]([C:6]([OH:8])=O)=[CH:4][C:3]=1[CH3:11].C1C=CC2N(O)N=NC=2C=1.CCN=C=NCCCN(C)C.Cl.[NH2:34][CH2:35][C:36]([C:46]([F:49])([F:48])[F:47])([C:38]1[CH:43]=[C:42]([Cl:44])[CH:41]=[C:40]([Cl:45])[CH:39]=1)[OH:37].C(N(CC)CC)C.